This data is from Forward reaction prediction with 1.9M reactions from USPTO patents (1976-2016). The task is: Predict the product of the given reaction. (1) The product is: [I-:59].[OH:1][C@@H:2]([C@H:4]1[C:34](=[O:35])[N:6]2[C:7]([C:21]([O:23][CH2:24][C:25]3[CH:26]=[CH:27][C:28]([N+:31]([O-:33])=[O:32])=[CH:29][CH:30]=3)=[O:22])=[C:8]([C:11]3[S:15][C:14]4=[C:16]([S:19][CH3:20])[N:17]([CH2:37][C:38]([N:40]5[CH2:45][CH2:44][N:43]([C:46]([O:48][CH2:49][C:50]6[CH:55]=[CH:54][C:53]([N+:56]([O-:58])=[O:57])=[CH:52][CH:51]=6)=[O:47])[CH2:42][CH2:41]5)=[O:39])[CH:18]=[N+:13]4[CH:12]=3)[C@H:9]([CH3:10])[C@H:5]12)[CH3:3]. Given the reactants [OH:1][C@@H:2]([C@H:4]1[C:34](=[O:35])[N:6]2[C:7]([C:21]([O:23][CH2:24][C:25]3[CH:30]=[CH:29][C:28]([N+:31]([O-:33])=[O:32])=[CH:27][CH:26]=3)=[O:22])=[C:8]([C:11]3[S:15][C:14]4=[C:16]([S:19][CH3:20])[N:17]=[CH:18][N:13]4[CH:12]=3)[C@H:9]([CH3:10])[C@H:5]12)[CH3:3].Cl[CH2:37][C:38]([N:40]1[CH2:45][CH2:44][N:43]([C:46]([O:48][CH2:49][C:50]2[CH:55]=[CH:54][C:53]([N+:56]([O-:58])=[O:57])=[CH:52][CH:51]=2)=[O:47])[CH2:42][CH2:41]1)=[O:39].[I-:59].[Na+], predict the reaction product. (2) Given the reactants [C:1]1([C:13](Cl)=[O:14])[CH:6]=[C:5]([C:7](Cl)=[O:8])[CH:4]=[C:3](C(Cl)=O)[CH:2]=1.C1(N)C=CC=C(N)C=1.NC1C=CC=CC=1.O.CN1[C:37](=[O:38])CCC1, predict the reaction product. The product is: [C:13](=[C:1]1[CH2:2][CH:3]=[CH:4][C:5](=[C:7]=[O:8])[C:6]1=[C:37]=[O:38])=[O:14]. (3) The product is: [O:22]=[C:20]1[C:19]2[CH:23]=[CH:24][CH:25]=[CH:26][C:18]=2[S:17][C:16]([C:14]2[N:15]=[C:10]([CH2:9][NH:8][P:27]([O:32][CH2:33][CH3:34])([O:29][CH2:30][CH3:31])=[S:28])[CH:11]=[CH:12][CH:13]=2)=[N:21]1. Given the reactants FC(F)(F)C(O)=O.[NH2:8][CH2:9][C:10]1[N:15]=[C:14]([C:16]2[S:17][C:18]3[CH:26]=[CH:25][CH:24]=[CH:23][C:19]=3[C:20](=[O:22])[N:21]=2)[CH:13]=[CH:12][CH:11]=1.[P:27](Cl)([O:32][CH2:33][CH3:34])([O:29][CH2:30][CH3:31])=[S:28].C(=O)([O-])[O-].[K+].[K+], predict the reaction product. (4) Given the reactants [CH:1]([C:4]1[N:5]=[C:6]2[C:11]([C:12]([F:15])([F:14])[F:13])=[CH:10][CH:9]=[CH:8][N:7]2[CH:16]=1)([CH3:3])[CH3:2].[Br:17][C:18]1[CH:23]=[CH:22][C:21](I)=[CH:20][CH:19]=1, predict the reaction product. The product is: [Br:17][C:18]1[CH:23]=[CH:22][C:21]([C:16]2[N:7]3[CH:8]=[CH:9][CH:10]=[C:11]([C:12]([F:13])([F:15])[F:14])[C:6]3=[N:5][C:4]=2[CH:1]([CH3:3])[CH3:2])=[CH:20][CH:19]=1. (5) Given the reactants C([C:5]1[CH:10]=[C:9](C(CC)(C)C)[C:8]([CH3:16])=[C:7]([C:17]2[C:18]([OH:33])=[C:19](C(C)(C)C)[CH:20]=[C:21](C(CC)(C)C)[C:22]=2[CH3:23])[C:6]=1[OH:34])(C)(C)C.[N+](C)([O-])=O.[Al+3].[Cl-].[Cl-].[Cl-], predict the reaction product. The product is: [CH3:23][C:22]1[CH:21]=[CH:20][CH:19]=[C:18]([OH:33])[C:17]=1[C:7]1[C:6]([OH:34])=[CH:5][CH:10]=[CH:9][C:8]=1[CH3:16].